Dataset: Full USPTO retrosynthesis dataset with 1.9M reactions from patents (1976-2016). Task: Predict the reactants needed to synthesize the given product. (1) Given the product [NH2:1][C:2]1[N:10]=[C:9]([CH2:11][CH2:12][CH:13]([OH:15])[CH3:14])[N:8]=[C:7]2[C:3]=1[N:4]=[CH:5][N:6]2[CH3:16], predict the reactants needed to synthesize it. The reactants are: [NH2:1][C:2]1[N:10]=[C:9]([C:11]#[C:12][CH:13]([OH:15])[CH3:14])[N:8]=[C:7]2[C:3]=1[N:4]=[CH:5][N:6]2[CH3:16].[H][H]. (2) Given the product [CH3:18][O:17][C:15]1[CH:14]=[C:13]([CH3:19])[N:12]=[C:11]([N:8]2[CH2:9][CH2:10][C:5]3([O:4][CH2:3][CH2:2][NH:1][C:20]3=[O:22])[CH2:6][CH2:7]2)[N:16]=1, predict the reactants needed to synthesize it. The reactants are: [NH2:1][CH2:2][CH2:3][O:4][C:5]1([C:20]([OH:22])=O)[CH2:10][CH2:9][N:8]([C:11]2[N:16]=[C:15]([O:17][CH3:18])[CH:14]=[C:13]([CH3:19])[N:12]=2)[CH2:7][CH2:6]1.CCN(C(C)C)C(C)C.C(P1(=O)OP(CCC)(=O)OP(CCC)(=O)O1)CC. (3) Given the product [OH:21][CH2:22][CH2:23][S:24]([OH:27])(=[O:26])=[O:25].[CH3:19][N:18]([CH3:20])[CH:16]([CH3:17])[C:14]([O:13][CH2:12][CH2:11][CH2:10][CH2:9][CH2:8][CH2:7][CH2:6][CH2:5][CH2:4][CH2:3][CH2:2][CH3:1])=[O:15], predict the reactants needed to synthesize it. The reactants are: [CH3:1][CH2:2][CH2:3][CH2:4][CH2:5][CH2:6][CH2:7][CH2:8][CH2:9][CH2:10][CH2:11][CH2:12][O:13][C:14]([CH:16]([N:18]([CH3:20])[CH3:19])[CH3:17])=[O:15].[OH:21][CH2:22][CH2:23][S:24]([OH:27])(=[O:26])=[O:25]. (4) Given the product [NH2:31][C:27]1[N:26]=[CH:25][N:24]=[C:23]2[C:28]=1[N:29]=[CH:30][N:22]2[C@H:6]1[C@H:5]([OH:4])[CH2:9][C@@H:8]([CH2:10][NH:29][CH:28]([CH3:23])[CH3:27])[O:7]1, predict the reactants needed to synthesize it. The reactants are: C([O:4][C@@H:5]1[CH2:9][C@@H:8]([CH2:10]OS(C2C=CC(C)=CC=2)(=O)=O)[O:7][C@H:6]1[N:22]1[CH:30]=[N:29][C:28]2[C:23]1=[N:24][CH:25]=[N:26][C:27]=2[NH2:31])(=O)C. (5) Given the product [NH2:43][C@H:56]([C:37]1[CH:38]=[CH:39][CH:40]=[CH:41][CH:42]=1)[CH2:57][N:7]1[C:6](=[O:18])[C:5]([CH2:4][C:3]2[C:19]([F:23])=[CH:20][CH:21]=[CH:22][C:2]=2[F:1])=[N:10][N:9]([C:11]2[CH:12]=[CH:13][CH:14]=[CH:15][CH:16]=2)[C:8]1=[O:17], predict the reactants needed to synthesize it. The reactants are: [F:1][C:2]1[CH:22]=[CH:21][CH:20]=[C:19]([F:23])[C:3]=1[CH2:4][C:5]1[C:6](=[O:18])[NH:7][C:8](=[O:17])[N:9]([C:11]2[CH:16]=[CH:15][CH:14]=[CH:13][CH:12]=2)[N:10]=1.[C:37]1(P([C:37]2[CH:42]=[CH:41][CH:40]=[CH:39][CH:38]=2)[C:37]2[CH:42]=[CH:41][CH:40]=[CH:39][CH:38]=2)[CH:42]=[CH:41][CH:40]=[CH:39][CH:38]=1.[N:43](C(OCC)=O)=NC(OCC)=O.F[C:56](F)(F)[C:57](O)=O. (6) Given the product [NH2:17][C:18]1[CH:23]=[CH:22][C:21]([S:24][C:25]2[CH:30]=[CH:29][C:28]([C:31]([NH:32][C:33]3[CH:34]=[N:35][C:36]([O:39][CH3:40])=[CH:37][CH:38]=3)=[O:41])=[CH:27][C:26]=2[NH:42][C:43]2[C:44]3[CH:52]=[CH:51][C:50]([CH:53]([CH3:55])[CH3:54])=[N:49][C:45]=3[N:46]=[CH:47][N:48]=2)=[CH:20][CH:19]=1, predict the reactants needed to synthesize it. The reactants are: C1C2C(COC(=O)[NH:17][C:18]3[CH:23]=[CH:22][C:21]([S:24][C:25]4[CH:30]=[CH:29][C:28]([C:31](=[O:41])[NH:32][C:33]5[CH:34]=[N:35][C:36]([O:39][CH3:40])=[CH:37][CH:38]=5)=[CH:27][C:26]=4[NH:42][C:43]4[C:44]5[CH:52]=[CH:51][C:50]([CH:53]([CH3:55])[CH3:54])=[N:49][C:45]=5[N:46]=[CH:47][N:48]=4)=[CH:20][CH:19]=3)C3C(=CC=CC=3)C=2C=CC=1.O.[OH-].[Li+].Cl. (7) Given the product [C:1]([NH:5][C:6]1[N:11]=[C:10]([NH:19][C@@H:20]2[CH2:21][CH2:22][C@@H:23]([CH3:27])[C@H:24]([OH:26])[CH2:25]2)[C:9]([C:15]([NH2:17])=[O:16])=[CH:8][N:7]=1)([CH3:4])([CH3:3])[CH3:2], predict the reactants needed to synthesize it. The reactants are: [C:1]([NH:5][C:6]1[N:11]=[C:10](S(C)=O)[C:9]([C:15]([NH2:17])=[O:16])=[CH:8][N:7]=1)([CH3:4])([CH3:3])[CH3:2].Cl.[NH2:19][C@H:20]1[CH2:25][C@@H:24]([OH:26])[C@H:23]([CH3:27])[CH2:22][CH2:21]1.C(N(C(C)C)C(C)C)C. (8) Given the product [NH2:18][C:3]1[C:2]([Cl:1])=[CH:11][CH:10]=[C:9]2[C:4]=1[CH:5]=[CH:6][N:7]([C@@H:13]([CH3:17])[C:14]([NH2:16])=[O:15])[C:8]2=[O:12], predict the reactants needed to synthesize it. The reactants are: [Cl:1][C:2]1[C:3]([N+:18]([O-])=O)=[C:4]2[C:9](=[CH:10][CH:11]=1)[C:8](=[O:12])[N:7]([C@@H:13]([CH3:17])[C:14]([NH2:16])=[O:15])[CH:6]=[CH:5]2.C(O)C.[Cl-].[NH4+].O.